This data is from Full USPTO retrosynthesis dataset with 1.9M reactions from patents (1976-2016). The task is: Predict the reactants needed to synthesize the given product. (1) Given the product [CH2:1]([CH:3]([CH2:7][CH2:8][CH2:9][CH3:10])[CH2:4][C:12]1[S:13][CH:14]=[CH:15][C:16]=1[CH2:17][CH2:18][CH2:19][CH2:20][CH2:21][CH3:22])[CH3:2], predict the reactants needed to synthesize it. The reactants are: [CH2:1]([CH:3]([CH2:7][CH2:8][CH2:9][CH3:10])[CH2:4][Mg]Br)[CH3:2].Br[C:12]1[S:13][CH:14]=[CH:15][C:16]=1[CH2:17][CH2:18][CH2:19][CH2:20][CH2:21][CH3:22].[Br-].[Mg+2].[Br-].Cl. (2) Given the product [CH2:1]([O:8][C:9]1[CH:18]=[C:17]2[C:12]([CH:13]=[CH:14][C:15](=[O:34])[N:16]2[C:19]2[CH:24]=[CH:23][C:22]([CH2:25][OH:26])=[CH:21][N:20]=2)=[CH:11][CH:10]=1)[C:2]1[CH:7]=[CH:6][CH:5]=[CH:4][CH:3]=1, predict the reactants needed to synthesize it. The reactants are: [CH2:1]([O:8][C:9]1[CH:18]=[C:17]2[C:12]([CH:13]=[CH:14][C:15](=[O:34])[N:16]2[C:19]2[CH:24]=[CH:23][C:22]([CH2:25][O:26][Si](C(C)(C)C)(C)C)=[CH:21][N:20]=2)=[CH:11][CH:10]=1)[C:2]1[CH:7]=[CH:6][CH:5]=[CH:4][CH:3]=1.N1C=CC=CC=1.F.C(=O)(O)[O-].[Na+].